This data is from Full USPTO retrosynthesis dataset with 1.9M reactions from patents (1976-2016). The task is: Predict the reactants needed to synthesize the given product. (1) Given the product [CH2:23]([C:25]1[C:26]([O:12][CH2:11][CH2:10][CH2:9][C:8]2[C:4]([CH2:1][CH2:2][CH3:3])=[N:5][N:6]([C:13]3[CH:18]=[CH:17][C:16]([C:19]([F:21])([F:20])[F:22])=[CH:15][N:14]=3)[CH:7]=2)=[C:27]([CH2:31][C:32]([O:34][CH3:35])=[O:33])[CH:28]=[CH:29][CH:30]=1)[CH3:24], predict the reactants needed to synthesize it. The reactants are: [CH2:1]([C:4]1[C:8]([CH2:9][CH2:10][CH2:11][OH:12])=[CH:7][N:6]([C:13]2[CH:18]=[CH:17][C:16]([C:19]([F:22])([F:21])[F:20])=[CH:15][N:14]=2)[N:5]=1)[CH2:2][CH3:3].[CH2:23]([C:25]1[C:26](O)=[C:27]([CH2:31][C:32]([O:34][CH3:35])=[O:33])[CH:28]=[CH:29][CH:30]=1)[CH3:24].C(P(CCCC)CCCC)CCC.N(C(N1CCCCC1)=O)=NC(N1CCCCC1)=O. (2) Given the product [F:27][C:28]1[CH:35]=[CH:34][C:31]([CH2:32][N:22]2[CH2:21][CH2:20][N:16]3[C:17]4[CH:18]=[CH:19][C:11]([O:10][CH:7]5[CH2:8][CH2:9][N:4]([CH:1]([CH3:3])[CH3:2])[CH2:5][CH2:6]5)=[CH:12][C:13]=4[CH:14]=[C:15]3[C:23]2=[O:24])=[CH:30][CH:29]=1, predict the reactants needed to synthesize it. The reactants are: [CH:1]([N:4]1[CH2:9][CH2:8][CH:7]([O:10][C:11]2[CH:19]=[CH:18][C:17]3[N:16]4[CH2:20][CH2:21][NH:22][C:23](=[O:24])[C:15]4=[CH:14][C:13]=3[CH:12]=2)[CH2:6][CH2:5]1)([CH3:3])[CH3:2].[H-].[Na+].[F:27][C:28]1[CH:35]=[CH:34][C:31]([CH2:32]Br)=[CH:30][CH:29]=1. (3) Given the product [Br:1][C:2]1[CH:6]=[CH:5][S:4][C:3]=1[C:7]1[N:11]([C:12]2[CH:13]=[CH:14][C:15]([OH:18])=[CH:16][CH:17]=2)[C:10]2[CH:20]=[CH:21][CH:22]=[CH:23][C:9]=2[N:8]=1, predict the reactants needed to synthesize it. The reactants are: [Br:1][C:2]1[CH:6]=[CH:5][S:4][C:3]=1[C:7]1[N:11]([C:12]2[CH:17]=[CH:16][C:15]([O:18]C)=[CH:14][CH:13]=2)[C:10]2[CH:20]=[CH:21][CH:22]=[CH:23][C:9]=2[N:8]=1.BrBr. (4) Given the product [C:22]([O:21][C:19](=[O:20])[C@@H:9]([NH:8][C:1]([O:3][C:4]([CH3:7])([CH3:6])[CH3:5])=[O:2])[CH2:10][C@H:11]([CH2:41][C:40]1[CH:43]=[CH:44][C:37]([I:36])=[CH:38][CH:39]=1)[C:12]([O:14][C:15]([CH3:16])([CH3:18])[CH3:17])=[O:13])([CH3:25])([CH3:24])[CH3:23], predict the reactants needed to synthesize it. The reactants are: [C:1]([NH:8][C@H:9]([C:19]([O:21][C:22]([CH3:25])([CH3:24])[CH3:23])=[O:20])[CH2:10][CH2:11][C:12]([O:14][C:15]([CH3:18])([CH3:17])[CH3:16])=[O:13])([O:3][C:4]([CH3:7])([CH3:6])[CH3:5])=[O:2].C[Si]([N-][Si](C)(C)C)(C)C.[Li+].[I:36][C:37]1[CH:44]=[CH:43][C:40]([CH2:41]Br)=[CH:39][CH:38]=1.